Dataset: Catalyst prediction with 721,799 reactions and 888 catalyst types from USPTO. Task: Predict which catalyst facilitates the given reaction. (1) Reactant: [CH:1]1([N:7]2[CH2:11][C@@H:10]([C:12]3[CH:17]=[CH:16][CH:15]=[CH:14][CH:13]=3)[N:9]([CH:18]3[CH2:23][CH2:22][N:21]([CH2:24][C:25]4[CH:26]=[CH:27][C:28]([O:31][C:32]5[CH:39]=[CH:38][C:35]([C:36]#[N:37])=[CH:34][CH:33]=5)=[N:29][CH:30]=4)[CH2:20][CH2:19]3)[C:8]2=[O:40])[CH2:6][CH2:5][CH2:4][CH2:3][CH2:2]1.C(O)(C(F)(F)F)=[O:42]. Product: [CH:1]1([N:7]2[CH2:11][C@@H:10]([C:12]3[CH:17]=[CH:16][CH:15]=[CH:14][CH:13]=3)[N:9]([CH:18]3[CH2:23][CH2:22][N:21]([CH2:24][C:25]4[CH:26]=[CH:27][C:28]([O:31][C:32]5[CH:33]=[CH:34][C:35]([C:36]([NH2:37])=[O:42])=[CH:38][CH:39]=5)=[N:29][CH:30]=4)[CH2:20][CH2:19]3)[C:8]2=[O:40])[CH2:6][CH2:5][CH2:4][CH2:3][CH2:2]1. The catalyst class is: 82. (2) Reactant: [CH3:1][N:2]1[C:10]2[C:5](=[CH:6][C:7]([C:11]([OH:13])=[O:12])=[CH:8][CH:9]=2)[CH:4]=[CH:3]1.[C:14](=O)([O-])[O-].[Cs+].[Cs+].ClC1[C:22]2[CH2:35][CH2:34][CH2:33][C:23]=2[N:24]=[C:25]([C:27]2[S:28][C:29]([Cl:32])=[CH:30][CH:31]=2)[N:26]=1. Product: [CH3:14][C:3]1[N:2]([C:1]2[C:22]3[CH2:35][CH2:34][CH2:33][C:23]=3[N:24]=[C:25]([C:27]3[S:28][C:29]([Cl:32])=[CH:30][CH:31]=3)[N:26]=2)[C:10]2[C:5]([CH:4]=1)=[CH:6][C:7]([C:11]([OH:13])=[O:12])=[CH:8][CH:9]=2. The catalyst class is: 122. (3) Reactant: [NH2:1][C:2]1[N:7]=[C:6]([C:8]2[O:9][CH:10]=[CH:11][CH:12]=2)[C:5]([C:13]#[N:14])=[C:4](S(C)=O)[N:3]=1.[F:18][C:19]([F:29])([F:28])[C:20]1[CH:21]=[CH:22][C:23]([CH2:26][NH2:27])=[N:24][CH:25]=1. The catalyst class is: 57. Product: [NH2:1][C:2]1[N:7]=[C:6]([C:8]2[O:9][CH:10]=[CH:11][CH:12]=2)[C:5]([C:13]#[N:14])=[C:4]([NH:27][CH2:26][C:23]2[CH:22]=[CH:21][C:20]([C:19]([F:29])([F:18])[F:28])=[CH:25][N:24]=2)[N:3]=1. (4) Reactant: FC(F)(F)C(O)=O.[CH2:8]([O:10][C:11]([C:13]1([C:23]2[CH:28]=[CH:27][C:26]([NH:29][C:30]([C:32]3[CH:33]=[N:34][N:35]([C:38]4[CH:43]=[CH:42][C:41]([CH3:44])=[CH:40][CH:39]=4)[C:36]=3[CH3:37])=[O:31])=[CH:25][N:24]=2)[CH2:22][CH2:21][C:16]2(OCC[O:17]2)[CH2:15][CH2:14]1)=[O:12])[CH3:9]. Product: [CH2:8]([O:10][C:11]([C:13]1([C:23]2[CH:28]=[CH:27][C:26]([NH:29][C:30]([C:32]3[CH:33]=[N:34][N:35]([C:38]4[CH:39]=[CH:40][C:41]([CH3:44])=[CH:42][CH:43]=4)[C:36]=3[CH3:37])=[O:31])=[CH:25][N:24]=2)[CH2:22][CH2:21][C:16](=[O:17])[CH2:15][CH2:14]1)=[O:12])[CH3:9]. The catalyst class is: 4. (5) Reactant: [CH3:1][O:2][C:3](=[O:11])[C:4]1[CH:9]=[CH:8][CH:7]=[N:6][C:5]=1F.[F:12][C:13]1[CH:19]=[C:18]([F:20])[CH:17]=[CH:16][C:14]=1[NH2:15]. Product: [F:12][C:13]1[CH:19]=[C:18]([F:20])[CH:17]=[CH:16][C:14]=1[NH:15][C:5]1[N:6]=[CH:7][CH:8]=[CH:9][C:4]=1[C:3]([O:2][CH3:1])=[O:11]. The catalyst class is: 2. (6) Reactant: CC1C=CC(S([N:11]2[C:15]3=[N:16][CH:17]=[CH:18][C:19](B4OC(C)(C)C(C)(C)O4)=[C:14]3[CH:13]=[C:12]2[C:29]2[CH2:30][CH2:31][CH2:32][N:33]([C:35]([O:37][C:38]([CH3:41])([CH3:40])[CH3:39])=[O:36])[CH:34]=2)(=O)=O)=CC=1.[O-]P([O-])([O-])=O.[K+].[K+].[K+].Br[C:51]1[S:55][C:54]([S:56]([NH:59][CH:60]2[CH2:65][CH2:64][S:63](=[O:67])(=[O:66])[CH2:62][CH2:61]2)(=[O:58])=[O:57])=[CH:53][CH:52]=1.[OH-].[Na+].Cl. Product: [O:67]=[S:63]1(=[O:66])[CH2:64][CH2:65][CH:60]([NH:59][S:56]([C:54]2[S:55][C:51]([C:19]3[CH:18]=[CH:17][N:16]=[C:15]4[NH:11][C:12]([C:29]5[CH2:30][CH2:31][CH2:32][N:33]([C:35]([O:37][C:38]([CH3:39])([CH3:41])[CH3:40])=[O:36])[CH:34]=5)=[CH:13][C:14]=34)=[CH:52][CH:53]=2)(=[O:58])=[O:57])[CH2:61][CH2:62]1. The catalyst class is: 38. (7) Reactant: C(=O)=O.CC(C)=O.CC([O-])(C)C.[K+].[CH2:14]([O:21][C:22](=[O:38])[CH2:23][N:24]=C(C1C=CC=CC=1)C1C=CC=CC=1)[C:15]1[CH:20]=[CH:19][CH:18]=[CH:17][CH:16]=1.[C:39]([Cl:44])(=[O:43])[CH:40]([CH3:42])[CH3:41]. Product: [ClH:44].[CH2:14]([O:21][C:22](=[O:38])[CH:23]([NH2:24])[C:39](=[O:43])[C:40]([CH3:42])=[CH2:41])[C:15]1[CH:16]=[CH:17][CH:18]=[CH:19][CH:20]=1. The catalyst class is: 1.